From a dataset of Forward reaction prediction with 1.9M reactions from USPTO patents (1976-2016). Predict the product of the given reaction. (1) Given the reactants CS([C:5]1[N:10]=[C:9]([NH:11][CH2:12][CH2:13][C:14]2[CH:19]=[CH:18][C:17]([O:20][CH3:21])=[CH:16][CH:15]=2)[CH:8]=[C:7]([C:22]2[CH:27]=[CH:26][CH:25]=[C:24]([O:28][CH3:29])[CH:23]=2)[N:6]=1)(=O)=O.[CH3:30][NH:31][CH3:32].CO, predict the reaction product. The product is: [CH3:29][O:28][C:24]1[CH:23]=[C:22]([C:7]2[N:6]=[C:5]([N:31]([CH3:32])[CH3:30])[N:10]=[C:9]([NH:11][CH2:12][CH2:13][C:14]3[CH:19]=[CH:18][C:17]([O:20][CH3:21])=[CH:16][CH:15]=3)[CH:8]=2)[CH:27]=[CH:26][CH:25]=1. (2) Given the reactants [CH3:1][C:2]1[C:7]([NH2:8])=[CH:6][CH:5]=[CH:4][C:3]=1[C:9]1[CH:14]=[CH:13][C:12]([CH3:15])=[CH:11][CH:10]=1.C(N(CC)CC)C.[C:23](Cl)(=[O:27])[CH2:24][CH2:25][CH3:26].C1CCCCC1, predict the reaction product. The product is: [CH3:1][C:2]1[C:7]([NH:8][C:23](=[O:27])[CH2:24][CH2:25][CH3:26])=[CH:6][CH:5]=[CH:4][C:3]=1[C:9]1[CH:14]=[CH:13][C:12]([CH3:15])=[CH:11][CH:10]=1.